Predict the reaction yield, written as a fraction of the theoretical maximum amount of product (1.0 means a 100% yield; for example, 0.34 means a 34% yield). From a dataset of Reaction yield outcomes from USPTO patents with 853,638 reactions. The catalyst is CO.O.[Fe]. The yield is 0.560. The reactants are [Cl:1][C:2]1[CH:9]=[CH:8][C:5]([CH:6]=[O:7])=[CH:4][C:3]=1[N+:10]([O-])=O.[Cl-].[NH4+]. The product is [NH2:10][C:3]1[CH:4]=[C:5]([CH:8]=[CH:9][C:2]=1[Cl:1])[CH:6]=[O:7].